This data is from Full USPTO retrosynthesis dataset with 1.9M reactions from patents (1976-2016). The task is: Predict the reactants needed to synthesize the given product. Given the product [CH:34]1([NH:33][CH2:37][C:38]2[CH:39]=[C:40]([NH:41][C:23](=[O:24])[CH2:22][C:19]3[CH:18]=[CH:17][C:16]([O:15][C:6]4[C:5]5[C:10](=[CH:11][C:12]([O:13][CH3:14])=[C:3]([C:1]#[N:2])[CH:4]=5)[N:9]=[CH:8][CH:7]=4)=[CH:21][CH:20]=3)[CH:42]=[C:43]([CH3:45])[CH:44]=2)[CH2:36][CH2:35]1, predict the reactants needed to synthesize it. The reactants are: [C:1]([C:3]1[CH:4]=[C:5]2[C:10](=[CH:11][C:12]=1[O:13][CH3:14])[N:9]=[CH:8][CH:7]=[C:6]2[O:15][C:16]1[CH:21]=[CH:20][C:19]([CH2:22][C:23](O)=[O:24])=[CH:18][CH:17]=1)#[N:2].C(OC([N:33]([CH2:37][C:38]1[CH:39]=[C:40]([CH:42]=[C:43]([CH3:45])[CH:44]=1)[NH2:41])[CH:34]1[CH2:36][CH2:35]1)=O)(C)(C)C.FC(F)(F)C(O)=O.